This data is from Full USPTO retrosynthesis dataset with 1.9M reactions from patents (1976-2016). The task is: Predict the reactants needed to synthesize the given product. (1) Given the product [NH2:1][C:2]1[CH:7]=[CH:6][CH:5]=[CH:4][C:3]=1[NH:8][C:9]([C:11]1[S:12][C:13]2[CH:19]=[C:18]([CH2:20][N:21]3[CH:33]=[C:32]([CH2:31][CH2:30][C:24]4[CH:29]=[CH:28][CH:27]=[CH:26][CH:25]=4)[N:23]=[N:22]3)[CH:17]=[CH:16][C:14]=2[CH:15]=1)=[O:10], predict the reactants needed to synthesize it. The reactants are: [NH2:1][C:2]1[CH:7]=[CH:6][CH:5]=[CH:4][C:3]=1[NH:8][C:9]([C:11]1[S:12][C:13]2[CH:19]=[C:18]([CH2:20][N:21]=[N+:22]=[N-:23])[CH:17]=[CH:16][C:14]=2[CH:15]=1)=[O:10].[C:24]1([CH2:30][CH2:31][C:32]#[CH:33])[CH:29]=[CH:28][CH:27]=[CH:26][CH:25]=1.O=C1O[C@H]([C@H](CO)O)C([O-])=C1O.[Na+].C1C=CC(P(C2C=CC=CC=2)C2C=CC=CC=2)=CC=1. (2) Given the product [CH2:1]([O:8][C:9]1[C:10](=[O:16])[CH:11]=[C:12]([CH3:15])[N:20]([CH2:19][C:18]([F:22])([F:21])[F:17])[CH:14]=1)[C:2]1[CH:3]=[CH:4][CH:5]=[CH:6][CH:7]=1, predict the reactants needed to synthesize it. The reactants are: [CH2:1]([O:8][C:9]1[C:10](=[O:16])[CH:11]=[C:12]([CH3:15])O[CH:14]=1)[C:2]1[CH:7]=[CH:6][CH:5]=[CH:4][CH:3]=1.[F:17][C:18]([F:22])([F:21])[CH2:19][NH2:20]. (3) Given the product [CH3:1][C:2]1[CH:3]=[CH:4][C:5]([N+:10]([O-:12])=[O:11])=[C:6]([CH:9]=1)[CH2:7][NH:14][CH2:15][C:16]([O:18][CH2:19][CH3:20])=[O:17], predict the reactants needed to synthesize it. The reactants are: [CH3:1][C:2]1[CH:3]=[CH:4][C:5]([N+:10]([O-:12])=[O:11])=[C:6]([CH:9]=1)[CH2:7]Cl.Cl.[NH2:14][CH2:15][C:16]([O:18][CH2:19][CH3:20])=[O:17].C(=O)([O-])O.[Na+]. (4) The reactants are: [C:1]([O:5][C:6]([N:8]1[CH2:13][CH2:12][CH:11]([O:14][C:15]2[CH:20]=[CH:19][C:18]([Br:21])=[CH:17][C:16]=2C=O)[CH2:10][CH2:9]1)=[O:7])([CH3:4])([CH3:3])[CH3:2].C(O[C:29]([N:31]1CCC(COC2C=CC(I)=CC=2C=O)[CH2:33][CH2:32]1)=O)(C)(C)C.[CH3:48][Si:49](N[Si](C)(C)C)([CH3:51])[CH3:50].C([Li])CCC.C[Si](Cl)(C)C.C(N(CC)CC)C.C(Cl)(=[O:76])C. Given the product [Br:21][C:18]1[CH:19]=[CH:20][C:15]([O:14][CH:11]2[CH2:10][CH2:9][N:8]([C:6]([O:5][C:1]([CH3:3])([CH3:4])[CH3:2])=[O:7])[CH2:13][CH2:12]2)=[C:16]([CH:29]=[N:31][C:32]([O:76][Si:49]([CH3:51])([CH3:50])[CH3:48])=[CH2:33])[CH:17]=1, predict the reactants needed to synthesize it. (5) Given the product [CH2:1]([C:3]1[O:4][C:5]([C:10]2[CH:15]=[CH:14][C:13]([C:16]([F:19])([F:17])[F:18])=[CH:12][CH:11]=2)=[CH:6][C:7]=1[CH:8]=[O:9])[CH3:2], predict the reactants needed to synthesize it. The reactants are: [CH2:1]([C:3]1[O:4][C:5]([C:10]2[CH:15]=[CH:14][C:13]([C:16]([F:19])([F:18])[F:17])=[CH:12][CH:11]=2)=[CH:6][C:7]=1[CH2:8][OH:9])[CH3:2]. (6) The reactants are: C(N(CC)CC)C.[O:8]=[C:9]1[N:15]([CH:16]2[CH2:21][CH2:20][N:19]([C:22]([O:24][C@@H:25]([C:39](O)=[O:40])[CH2:26][C:27]3[CH:32]=[C:31]([C:33]([F:36])([F:35])[F:34])[C:30]([NH2:37])=[C:29]([Cl:38])[CH:28]=3)=[O:23])[CH2:18][CH2:17]2)[CH2:14][CH2:13][C:12]2[CH:42]=[CH:43][CH:44]=[CH:45][C:11]=2[NH:10]1.[CH3:46][N:47]1[CH2:52][CH2:51][CH:50]([N:53]2[CH2:58][CH2:57][NH:56][CH2:55][C@H:54]2[C:59]([O:61][CH2:62][CH3:63])=[O:60])[CH2:49][CH2:48]1.CN(C(ON1N=NC2C=CC=CC1=2)=[N+](C)C)C.[B-](F)(F)(F)F. Given the product [NH2:37][C:30]1[C:31]([C:33]([F:36])([F:35])[F:34])=[CH:32][C:27]([CH2:26][C@@H:25]([O:24][C:22]([N:19]2[CH2:20][CH2:21][CH:16]([N:15]3[CH2:14][CH2:13][C:12]4[CH:42]=[CH:43][CH:44]=[CH:45][C:11]=4[NH:10][C:9]3=[O:8])[CH2:17][CH2:18]2)=[O:23])[C:39]([N:56]2[CH2:57][CH2:58][N:53]([CH:50]3[CH2:49][CH2:48][N:47]([CH3:46])[CH2:52][CH2:51]3)[C@H:54]([C:59]([O:61][CH2:62][CH3:63])=[O:60])[CH2:55]2)=[O:40])=[CH:28][C:29]=1[Cl:38], predict the reactants needed to synthesize it. (7) Given the product [NH2:26][C@@H:21]([CH2:22][CH:23]([CH3:25])[CH3:24])[CH2:20][O:19][C:3]1[C:4]([Cl:18])=[CH:5][C:6]2[C:15]3[C:10](=[CH:11][N:12]=[CH:13][CH:14]=3)[C:9](=[O:16])[N:8]([CH3:17])[C:7]=2[C:2]=1[Cl:1], predict the reactants needed to synthesize it. The reactants are: [Cl:1][C:2]1[C:7]2[N:8]([CH3:17])[C:9](=[O:16])[C:10]3[C:15]([C:6]=2[CH:5]=[C:4]([Cl:18])[C:3]=1[O:19][CH2:20][C@@H:21]([NH:26]C(=O)OC(C)(C)C)[CH2:22][CH:23]([CH3:25])[CH3:24])=[CH:14][CH:13]=[N:12][CH:11]=3.Cl. (8) Given the product [CH2:1]([S:3]([N:6]1[CH2:11][CH2:10][CH:9]([C:12]2[C:20]3[C:15](=[C:16]([C:29]([NH2:31])=[O:30])[CH:17]=[C:18]([C:21]4[CH:26]=[CH:25][CH:24]=[C:23]([CH2:27][N:38]5[CH2:39][CH2:40][CH2:41][CH:37]5[C:33]5[S:32][CH:36]=[CH:35][CH:34]=5)[CH:22]=4)[CH:19]=3)[NH:14][CH:13]=2)[CH2:8][CH2:7]1)(=[O:5])=[O:4])[CH3:2], predict the reactants needed to synthesize it. The reactants are: [CH2:1]([S:3]([N:6]1[CH2:11][CH2:10][CH:9]([C:12]2[C:20]3[C:15](=[C:16]([C:29]([NH2:31])=[O:30])[CH:17]=[C:18]([C:21]4[CH:26]=[CH:25][CH:24]=[C:23]([CH:27]=O)[CH:22]=4)[CH:19]=3)[NH:14][CH:13]=2)[CH2:8][CH2:7]1)(=[O:5])=[O:4])[CH3:2].[S:32]1[CH:36]=[CH:35][CH:34]=[C:33]1[CH:37]1[CH2:41][CH2:40][CH2:39][NH:38]1.[BH-](OC(C)=O)(OC(C)=O)OC(C)=O.[Na+]. (9) The reactants are: [Cl:1][C:2]1[C:16]([CH3:17])=[CH:15][C:5]2[NH:6][C:7]([CH:9]([OH:14])[C:10]([F:13])([F:12])[F:11])=[N:8][C:4]=2[CH:3]=1.CC1(C)N([O-])C(C)(C)CC(OC)C1.[Br-].[K+].Cl[O-].[Na+]. Given the product [Cl:1][C:2]1[C:16]([CH3:17])=[CH:15][C:5]2[NH:6][C:7]([C:9](=[O:14])[C:10]([F:12])([F:11])[F:13])=[N:8][C:4]=2[CH:3]=1, predict the reactants needed to synthesize it. (10) Given the product [OH:22][C:17]1[C:16]([CH2:15][N:14]([C:9]2[CH:10]=[CH:11][CH:12]=[CH:13][C:8]=2[O:1][C:2]2[CH:3]=[CH:4][CH:5]=[CH:6][CH:7]=2)[C:23](=[O:25])[CH3:24])=[CH:21][CH:20]=[CH:19][N:18]=1, predict the reactants needed to synthesize it. The reactants are: [O:1]([C:8]1[CH:13]=[CH:12][CH:11]=[CH:10][C:9]=1[NH:14][CH2:15][C:16]1[C:17]([OH:22])=[N:18][CH:19]=[CH:20][CH:21]=1)[C:2]1[CH:7]=[CH:6][CH:5]=[CH:4][CH:3]=1.[C:23](Cl)(=[O:25])[CH3:24].